This data is from Peptide-MHC class II binding affinity with 134,281 pairs from IEDB. The task is: Regression. Given a peptide amino acid sequence and an MHC pseudo amino acid sequence, predict their binding affinity value. This is MHC class II binding data. (1) The peptide sequence is LRYMGEDGCWYGMEI. The MHC is DRB1_0405 with pseudo-sequence DRB1_0405. The binding affinity (normalized) is 0.112. (2) The peptide sequence is KEQIDGYTMHANYIF. The MHC is DRB5_0101 with pseudo-sequence DRB5_0101. The binding affinity (normalized) is 0.402. (3) The peptide sequence is DHSTIIYNSRVTIAG. The MHC is HLA-DPA10103-DPB10401 with pseudo-sequence HLA-DPA10103-DPB10401. The binding affinity (normalized) is 0.166. (4) The peptide sequence is RELKCGDGIFIFRDS. The MHC is HLA-DQA10201-DQB10402 with pseudo-sequence HLA-DQA10201-DQB10402. The binding affinity (normalized) is 0. (5) The MHC is DRB5_0101 with pseudo-sequence DRB5_0101. The binding affinity (normalized) is 0.555. The peptide sequence is CSNSHVNTLRFLVKN. (6) The peptide sequence is TPYCNYTKFWYVNHT. The MHC is DRB1_0101 with pseudo-sequence DRB1_0101. The binding affinity (normalized) is 0.477. (7) The peptide sequence is SLKLYRDSLGEAVMR. The MHC is DRB1_0301 with pseudo-sequence DRB1_0301. The binding affinity (normalized) is 0.646.